This data is from Forward reaction prediction with 1.9M reactions from USPTO patents (1976-2016). The task is: Predict the product of the given reaction. (1) Given the reactants [CH:1]1([C:4]([N:6]2[CH2:10][CH2:9][C@@H:8]([CH2:11][N:12]3[C:16](=[O:17])[C:15]4([CH2:22][CH2:21][NH:20][CH2:19][CH2:18]4)[N:14]=[C:13]3[C:23]3[CH:28]=[CH:27][C:26]([C:29]4[CH:30]=[C:31]5[C:35](=[CH:36][CH:37]=4)[N:34]([CH3:38])[N:33]=[CH:32]5)=[CH:25][CH:24]=3)[CH2:7]2)=[O:5])[CH2:3][CH2:2]1.CCN(CC)CC.[C:46](Cl)(=[O:50])[CH:47]([CH3:49])[CH3:48], predict the reaction product. The product is: [CH:1]1([C:4]([N:6]2[CH2:10][CH2:9][C@@H:8]([CH2:11][N:12]3[C:16](=[O:17])[C:15]4([CH2:18][CH2:19][N:20]([C:46](=[O:50])[CH:47]([CH3:49])[CH3:48])[CH2:21][CH2:22]4)[N:14]=[C:13]3[C:23]3[CH:28]=[CH:27][C:26]([C:29]4[CH:30]=[C:31]5[C:35](=[CH:36][CH:37]=4)[N:34]([CH3:38])[N:33]=[CH:32]5)=[CH:25][CH:24]=3)[CH2:7]2)=[O:5])[CH2:3][CH2:2]1. (2) Given the reactants Cl.[NH2:2][CH2:3][CH2:4][NH:5][C:6](=[O:22])[CH2:7][NH:8][S:9]([C:12]1[CH:21]=[CH:20][C:19]2[C:14](=[CH:15][CH:16]=[CH:17][CH:18]=2)[CH:13]=1)(=[O:11])=[O:10].[C:23](N1C=CN=C1)(N1C=CN=C1)=[O:24].[N:35]1[CH:40]=[CH:39][C:38]([N:41]2[CH2:46][CH2:45][NH:44][CH2:43][CH2:42]2)=[CH:37][CH:36]=1, predict the reaction product. The product is: [CH:13]1[C:14]2[C:19](=[CH:18][CH:17]=[CH:16][CH:15]=2)[CH:20]=[CH:21][C:12]=1[S:9]([NH:8][CH2:7][C:6]([NH:5][CH2:4][CH2:3][NH:2][C:23]([N:44]1[CH2:43][CH2:42][N:41]([C:38]2[CH:39]=[CH:40][N:35]=[CH:36][CH:37]=2)[CH2:46][CH2:45]1)=[O:24])=[O:22])(=[O:11])=[O:10]. (3) Given the reactants [F:1][C:2]1[CH:10]=[C:9]([N+:11]([O-:13])=[O:12])[C:8]([O:14][CH3:15])=[CH:7][C:3]=1[C:4]([OH:6])=O.[CH3:16][N:17]1[CH2:22][CH2:21][CH:20]([NH2:23])[CH2:19][CH2:18]1.CCN(C(C)C)C(C)C.CN(C(ON1N=NC2C=CC=NC1=2)=[N+](C)C)C.F[P-](F)(F)(F)(F)F, predict the reaction product. The product is: [F:1][C:2]1[CH:10]=[C:9]([N+:11]([O-:13])=[O:12])[C:8]([O:14][CH3:15])=[CH:7][C:3]=1[C:4]([NH:23][CH:20]1[CH2:21][CH2:22][N:17]([CH3:16])[CH2:18][CH2:19]1)=[O:6]. (4) Given the reactants [NH2:1][C:2]1[N:7]=[C:6]([N:8]2[CH2:13][CH2:12][C:11]([CH3:15])([OH:14])[CH2:10][CH2:9]2)[CH:5]=[CH:4][C:3]=1[N+:16]([O-])=O.[CH2:19]([O:26][C:27]1[CH:34]=[CH:33][C:30]([CH:31]=O)=[CH:29][CH:28]=1)[C:20]1[CH:25]=[CH:24][CH:23]=[CH:22][CH:21]=1.S(S([O-])=O)([O-])=O.[Na+].[Na+].CCO, predict the reaction product. The product is: [CH2:19]([O:26][C:27]1[CH:28]=[CH:29][C:30]([C:31]2[NH:1][C:2]3=[N:7][C:6]([N:8]4[CH2:13][CH2:12][C:11]([CH3:15])([OH:14])[CH2:10][CH2:9]4)=[CH:5][CH:4]=[C:3]3[N:16]=2)=[CH:33][CH:34]=1)[C:20]1[CH:21]=[CH:22][CH:23]=[CH:24][CH:25]=1. (5) Given the reactants [NH:1]1[C:5]2[CH:6]=[CH:7][CH:8]=[CH:9][C:4]=2[N:3]=[C:2]1[CH:10]([NH2:20])[CH2:11][C:12]1[CH:17]=[CH:16][C:15]([O:18][CH3:19])=[CH:14][CH:13]=1.[Cl:21][C:22]1[CH:23]=[C:24]([C@H:28]([NH2:30])[CH3:29])[CH:25]=[CH:26][CH:27]=1.[C:31](O)(C(F)(F)F)=[O:32], predict the reaction product. The product is: [NH:1]1[C:5]2[CH:6]=[CH:7][CH:8]=[CH:9][C:4]=2[N:3]=[C:2]1[CH:10]([NH:20][C:31]([NH:30][C@@H:28]([C:24]1[CH:25]=[CH:26][CH:27]=[C:22]([Cl:21])[CH:23]=1)[CH3:29])=[O:32])[CH2:11][C:12]1[CH:17]=[CH:16][C:15]([O:18][CH3:19])=[CH:14][CH:13]=1.